Predict the reaction yield, written as a fraction of the theoretical maximum amount of product (1.0 means a 100% yield; for example, 0.34 means a 34% yield). From a dataset of Reaction yield outcomes from USPTO patents with 853,638 reactions. (1) The reactants are [OH:1][C:2]1[CH:3]=[C:4](B(O)O)[CH:5]=[CH:6][CH:7]=1.Br[CH:12]=[C:13]1[C:19]2[CH:20]=[CH:21][C:22]([O:24][CH3:25])=[CH:23][C:18]=2[CH2:17][CH2:16][C:15]2[CH:26]=[C:27]([O:30][CH3:31])[CH:28]=[CH:29][C:14]1=2. No catalyst specified. The product is [CH3:25][O:24][C:22]1[CH:21]=[CH:20][C:19]2[C:13](=[CH:12][C:6]3[CH:7]=[C:2]([OH:1])[CH:3]=[CH:4][CH:5]=3)[C:14]3[CH:29]=[CH:28][C:27]([O:30][CH3:31])=[CH:26][C:15]=3[CH2:16][CH2:17][C:18]=2[CH:23]=1. The yield is 0.330. (2) The reactants are [CH:1]1([N:4]2[C:13]3[C:8](=[CH:9][C:10]([F:20])=[C:11]([NH:16][CH2:17][CH2:18][OH:19])[C:12]=3[O:14][CH3:15])[C:7](=[O:21])[CH:6]([C:22]([OH:24])=[O:23])[CH2:5]2)[CH2:3][CH2:2]1. The catalyst is C(#N)C=C.C1CCN2C(=NCCC2)CC1. The product is [C:1]([CH2:2][CH2:3][O:19][CH2:18][CH2:17][NH:16][C:11]1[C:12]([O:14][CH3:15])=[C:13]2[C:8]([C:7](=[O:21])[C:6]([C:22]([OH:24])=[O:23])=[CH:5][N:4]2[CH:1]2[CH2:2][CH2:3]2)=[CH:9][C:10]=1[F:20])#[N:4]. The yield is 0.944. (3) The reactants are Br[CH2:2][C:3]1[CH:7]=[C:6]([C:8]2[S:9][C:10]([C:13]3[CH:18]=[CH:17][CH:16]=[C:15]([S:19]([CH3:22])(=[O:21])=[O:20])[CH:14]=3)=[CH:11][CH:12]=2)[N:5]([C:23]2[CH:28]=[CH:27][CH:26]=[CH:25][C:24]=2[Cl:29])[N:4]=1.[C-:30]#[N:31].[Na+].CS(C)=O. The catalyst is O. The product is [Cl:29][C:24]1[CH:25]=[CH:26][CH:27]=[CH:28][C:23]=1[N:5]1[C:6]([C:8]2[S:9][C:10]([C:13]3[CH:18]=[CH:17][CH:16]=[C:15]([S:19]([CH3:22])(=[O:21])=[O:20])[CH:14]=3)=[CH:11][CH:12]=2)=[CH:7][C:3]([CH2:2][C:30]#[N:31])=[N:4]1. The yield is 0.540. (4) The reactants are [CH2:1]([C:3]1[N:4]([C:28]2[CH:33]=[CH:32][C:31]([OH:34])=[CH:30][CH:29]=2)[C:5](=[O:27])[C:6]([CH2:12][C:13]2[CH:18]=[CH:17][C:16]([C:19]3[C:20]([C:25]#[N:26])=[CH:21][CH:22]=[CH:23][CH:24]=3)=[CH:15][CH:14]=2)=[C:7]([CH2:9][CH2:10][CH3:11])[N:8]=1)[CH3:2].[Si](O[CH:43]1[CH2:47][CH2:46][CH:45]([OH:48])[CH2:44]1)(C(C)(C)C)(C)C.C1(P(C2C=CC=CC=2)C2C=CC=CC=2)C=CC=CC=1.[N:69]([C:70]([O:72]C(C)C)=[O:71])=[N:69][C:70]([O:72]C(C)C)=[O:71]. The catalyst is O1CCCC1.O. The product is [CH2:1]([C:3]1[N:4]([C:28]2[CH:33]=[CH:32][C:31]([O:34][CH:47]3[CH2:43][CH2:44][CH:45]([OH:48])[CH2:46]3)=[CH:30][CH:29]=2)[C:5](=[O:27])[C:6]([CH2:12][C:13]2[CH:18]=[CH:17][C:16]([C:19]3[CH:24]=[CH:23][CH:22]=[CH:21][C:20]=3[C:25]3[NH:69][C:70](=[O:71])[O:72][N:26]=3)=[CH:15][CH:14]=2)=[C:7]([CH2:9][CH2:10][CH3:11])[N:8]=1)[CH3:2]. The yield is 0.740. (5) The reactants are [CH3:1][O:2][C:3]1[CH:20]=[CH:19][C:6]([CH2:7][O:8][C:9]2[C:10](=[O:18])[CH:11]=[C:12]([C:15]([OH:17])=O)O[CH:14]=2)=[CH:5][CH:4]=1.[CH2:21]([NH2:24])[CH2:22][NH2:23]. The catalyst is O. The product is [CH3:1][O:2][C:3]1[CH:4]=[CH:5][C:6]([CH2:7][O:8][C:9]2[C:10](=[O:18])[CH:11]=[C:12]3[C:15](=[O:17])[NH:24][CH2:21][CH2:22][N:23]3[CH:14]=2)=[CH:19][CH:20]=1. The yield is 0.760.